Dataset: Catalyst prediction with 721,799 reactions and 888 catalyst types from USPTO. Task: Predict which catalyst facilitates the given reaction. (1) Reactant: [NH2:1][CH2:2][CH2:3][CH2:4][C:5]([N:7]1[CH2:12][CH2:11][CH2:10][C@@H:9]([C:13]([C:23]2[CH:28]=[CH:27][CH:26]=[C:25]([F:29])[C:24]=2[C:30]2[CH:35]=[CH:34][CH:33]=[C:32]([CH2:36][CH3:37])[CH:31]=2)([OH:22])[CH2:14][CH2:15][CH2:16][NH:17][C:18](=[O:21])[O:19][CH3:20])[CH2:8]1)=[O:6].[C:38](O)(=[O:40])[CH3:39].C1OC(O)COC1O.C(O[BH-](OC(=O)C)OC(=O)C)(=O)C.[Na+]. Product: [CH2:36]([C:32]1[CH:31]=[C:30]([C:24]2[C:25]([F:29])=[CH:26][CH:27]=[CH:28][C:23]=2[C:13]([OH:22])([C@@H:9]2[CH2:10][CH2:11][CH2:12][N:7]([C:5](=[O:6])[CH2:4][CH2:3][CH2:2][NH:1][CH2:39][CH2:38][OH:40])[CH2:8]2)[CH2:14][CH2:15][CH2:16][NH:17][C:18](=[O:21])[O:19][CH3:20])[CH:35]=[CH:34][CH:33]=1)[CH3:37]. The catalyst class is: 2. (2) Reactant: [F:1][C:2]1[CH:3]=[C:4]([C@H:8]2[CH2:12][CH2:11][CH2:10][N:9]2[C:13]2[CH:18]=[CH:17][N:16]3[N:19]=[CH:20][C:21]([C:22]([O:24]CC)=[O:23])=[C:15]3[N:14]=2)[CH:5]=[N:6][CH:7]=1.[Li+].[OH-]. Product: [F:1][C:2]1[CH:3]=[C:4]([C@H:8]2[CH2:12][CH2:11][CH2:10][N:9]2[C:13]2[CH:18]=[CH:17][N:16]3[N:19]=[CH:20][C:21]([C:22]([OH:24])=[O:23])=[C:15]3[N:14]=2)[CH:5]=[N:6][CH:7]=1. The catalyst class is: 88. (3) Reactant: [CH3:1][O:2][C:3]1[CH:68]=[CH:67][C:6]([C:7]([NH:20][C:21]2[N:29]=[CH:28][N:27]=[C:26]3[C:22]=2[N:23]=[CH:24][N:25]3[C@H:30]2[O:43][C@@H:42]([CH2:44][O:45][C:46]([C:61]3[CH:66]=[CH:65][CH:64]=[CH:63][CH:62]=3)([C:55]3[CH:60]=[CH:59][CH:58]=[CH:57][CH:56]=3)[C:47]3[CH:52]=[CH:51][C:50]([O:53][CH3:54])=[CH:49][CH:48]=3)[C@H:32]([O:33]C(=O)C3C=CC=CC=3)[CH2:31]2)([C:14]2[CH:19]=[CH:18][CH:17]=[CH:16][CH:15]=2)[C:8]2[CH:13]=[CH:12][CH:11]=[CH:10][CH:9]=2)=[CH:5][CH:4]=1. Product: [CH3:1][O:2][C:3]1[CH:4]=[CH:5][C:6]([C:7]([NH:20][C:21]2[N:29]=[CH:28][N:27]=[C:26]3[C:22]=2[N:23]=[CH:24][N:25]3[C@H:30]2[O:43][C@@H:42]([CH2:44][O:45][C:46]([C:61]3[CH:62]=[CH:63][CH:64]=[CH:65][CH:66]=3)([C:55]3[CH:56]=[CH:57][CH:58]=[CH:59][CH:60]=3)[C:47]3[CH:48]=[CH:49][C:50]([O:53][CH3:54])=[CH:51][CH:52]=3)[C@H:32]([OH:33])[CH2:31]2)([C:8]2[CH:9]=[CH:10][CH:11]=[CH:12][CH:13]=2)[C:14]2[CH:15]=[CH:16][CH:17]=[CH:18][CH:19]=2)=[CH:67][CH:68]=1. The catalyst class is: 328. (4) Reactant: Cl[C:2]1[CH:7]=[CH:6][C:5]([S:8]([CH:11]([CH3:13])[CH3:12])(=[O:10])=[O:9])=[CH:4][C:3]=1[N+:14]([O-:16])=[O:15].Cl.[NH2:18][CH2:19][C:20]1([OH:26])[CH2:25][CH2:24][O:23][CH2:22][CH2:21]1. Product: [CH:11]([S:8]([C:5]1[CH:6]=[CH:7][C:2]([NH:18][CH2:19][C:20]2([OH:26])[CH2:25][CH2:24][O:23][CH2:22][CH2:21]2)=[C:3]([N+:14]([O-:16])=[O:15])[CH:4]=1)(=[O:10])=[O:9])([CH3:13])[CH3:12]. The catalyst class is: 66. (5) Reactant: [C:1]([C:3]1[C:4]([NH2:9])=[N:5][CH:6]=[CH:7][CH:8]=1)#[CH:2].Cl.[N:11]1[CH:16]=[CH:15][CH:14]=[CH:13][C:12]=1[CH2:17][CH2:18][C:19]1[CH:24]=[CH:23][C:22]([CH2:25][C:26](Cl)=[N:27][OH:28])=[CH:21][CH:20]=1.C(N(CC)CC)C. Product: [N:11]1[CH:16]=[CH:15][CH:14]=[CH:13][C:12]=1[CH2:17][CH2:18][C:19]1[CH:24]=[CH:23][C:22]([CH2:25][C:26]2[CH:2]=[C:1]([C:3]3[C:4]([NH2:9])=[N:5][CH:6]=[CH:7][CH:8]=3)[O:28][N:27]=2)=[CH:21][CH:20]=1. The catalyst class is: 7. (6) Reactant: [F:1][C:2]1[CH:7]=[C:6]([I:8])[CH:5]=[CH:4][C:3]=1[NH:9][C:10]1[C:15]2[CH:16]=[N:17][S:18][C:14]=2[CH:13]=[CH:12][C:11]=1[C:19]([OH:21])=O.CCN(C(C)C)C(C)C.[CH:31]([O:33][CH2:34][CH2:35][O:36][NH2:37])=[CH2:32].C1C=CC2N(O)N=NC=2C=1.CCN=C=NCCCN(C)C. Product: [CH:31]([O:33][CH2:34][CH2:35][O:36][NH:37][C:19]([C:11]1[CH:12]=[CH:13][C:14]2[S:18][N:17]=[CH:16][C:15]=2[C:10]=1[NH:9][C:3]1[CH:4]=[CH:5][C:6]([I:8])=[CH:7][C:2]=1[F:1])=[O:21])=[CH2:32]. The catalyst class is: 1. (7) Reactant: C[O:2][C:3](=O)[CH:4]([C:15]1[CH:20]=[CH:19][C:18]([F:21])=[CH:17][CH:16]=1)[C:5]([C:7]1[CH:12]=[CH:11][N:10]=[C:9]([S:13][CH3:14])[N:8]=1)=O.Cl.[NH2:24][NH:25]C(N)=O.N1C=CC=CC=1. Product: [F:21][C:18]1[CH:19]=[CH:20][C:15]([C:4]2[C:3](=[O:2])[NH:24][NH:25][C:5]=2[C:7]2[CH:12]=[CH:11][N:10]=[C:9]([S:13][CH3:14])[N:8]=2)=[CH:16][CH:17]=1. The catalyst class is: 5. (8) Reactant: [C:1]([C:3]1[CH:8]=[CH:7][C:6]([NH:9][C:10]2[C:19]([F:20])=[C:18]([F:21])[CH:17]=[CH:16][C:11]=2[C:12]([NH:14][NH2:15])=[O:13])=[C:5]([F:22])[CH:4]=1)#[CH:2].C(O[C:26](OCC)(OCC)[CH2:27][CH3:28])C.CS(O)(=O)=O.O. Product: [CH2:27]([C:28]1[O:13][C:12]([C:11]2[C:10]([NH:9][C:6]3[CH:7]=[CH:8][C:3]([C:1]#[CH:2])=[CH:4][C:5]=3[F:22])=[C:19]([F:20])[C:18]([F:21])=[CH:17][CH:16]=2)=[N:14][N:15]=1)[CH3:26]. The catalyst class is: 12.